This data is from Full USPTO retrosynthesis dataset with 1.9M reactions from patents (1976-2016). The task is: Predict the reactants needed to synthesize the given product. (1) Given the product [ClH:37].[ClH:41].[NH:42]1[CH2:33][CH2:34][CH:35]([CH2:36][CH2:24][NH:8][C:28]2[C:27]3=[N:26][N:25]([CH2:38][CH2:39][CH3:40])[C:24]([NH2:8])=[C:36]3[C:35]3[CH:34]=[CH:33][CH:32]=[CH:31][C:30]=3[N:29]=2)[CH2:30][CH2:31]1, predict the reactants needed to synthesize it. The reactants are: C(OC([N:8]([C:24]1[N:25]([CH2:38][CH2:39][CH3:40])[N:26]=[C:27]2[C:36]=1[C:35]1[CH:34]=[CH:33][CH:32]=[CH:31][C:30]=1[N:29]=[C:28]2[Cl:37])CCC1CCN(C(OC(C)(C)C)=O)CC1)=O)(C)(C)C.[ClH:41].[NH3:42]. (2) Given the product [NH2:29][C:30]1[CH:31]=[C:32]([CH:36]=[CH:37][CH:38]=1)[C:33]([NH:20][C:4]1[C:5]([CH3:19])=[CH:6][C:7]([C:9]([F:18])([C:10]([F:11])([F:12])[F:13])[C:14]([F:15])([F:16])[F:17])=[CH:8][C:3]=1[CH2:1][CH3:2])=[O:34], predict the reactants needed to synthesize it. The reactants are: [CH2:1]([C:3]1[CH:8]=[C:7]([C:9]([F:18])([C:14]([F:17])([F:16])[F:15])[C:10]([F:13])([F:12])[F:11])[CH:6]=[C:5]([CH3:19])[C:4]=1[NH2:20])[CH3:2].N1C=CC=CC=1.S(=[N:29][C:30]1[CH:31]=[C:32]([CH:36]=[CH:37][CH:38]=1)[C:33](Cl)=[O:34])=O.